Task: Predict the reactants needed to synthesize the given product.. Dataset: Full USPTO retrosynthesis dataset with 1.9M reactions from patents (1976-2016) (1) Given the product [ClH:26].[Cl:27][C:22]1[CH:21]=[C:20]([C@@H:19]2[O:18][CH2:17][CH2:16][NH:15][CH2:14][C@H:13]2[NH:12][S:9]([NH2:8])(=[O:10])=[O:11])[CH:25]=[CH:24][C:23]=1[Cl:26], predict the reactants needed to synthesize it. The reactants are: C(OC([NH:8][S:9]([NH:12][C@H:13]1[C@H:19]([C:20]2[CH:25]=[CH:24][C:23]([Cl:26])=[C:22]([Cl:27])[CH:21]=2)[O:18][CH2:17][CH2:16][N:15](C(OC(C)(C)C)=O)[CH2:14]1)(=[O:11])=[O:10])=O)(C)(C)C.C(OCC)(=O)C.Cl. (2) Given the product [CH3:1][O:2][C:3]1[CH:4]=[C:5]([CH:37]=[CH:38][C:39]=1[C:40]([CH3:43])([CH3:42])[CH3:41])[C:6]([N:8]1[C@@H:12]([C:13]2[S:14][CH:15]=[CH:16][N:17]=2)[C@@H:11]([C:18]2[CH:23]=[N:22][CH:21]=[CH:20][N:19]=2)[CH2:10][C@@:9]1([CH2:31][C:32]1[N:33]=[CH:34][S:35][CH:36]=1)[C:24]([OH:26])=[O:25])=[O:7], predict the reactants needed to synthesize it. The reactants are: [CH3:1][O:2][C:3]1[CH:4]=[C:5]([CH:37]=[CH:38][C:39]=1[C:40]([CH3:43])([CH3:42])[CH3:41])[C:6]([N:8]1[C@@H:12]([C:13]2[S:14][CH:15]=[CH:16][N:17]=2)[C@@H:11]([C:18]2[CH:23]=[N:22][CH:21]=[CH:20][N:19]=2)[CH2:10][C@@:9]1([CH2:31][C:32]1[N:33]=[CH:34][S:35][CH:36]=1)[C:24]([O:26]C(C)(C)C)=[O:25])=[O:7].FC(F)(F)C(O)=O. (3) Given the product [CH3:18][C:5]1[CH:6]=[C:7]([O:10][CH2:11][C:12]2[CH:17]=[CH:16][CH:15]=[CH:14][N:13]=2)[CH:8]=[CH:9][C:4]=1[CH2:3][OH:2], predict the reactants needed to synthesize it. The reactants are: C[O:2][C:3](=O)[C:4]1[CH:9]=[CH:8][C:7]([O:10][CH2:11][C:12]2[CH:17]=[CH:16][CH:15]=[CH:14][N:13]=2)=[CH:6][C:5]=1[CH3:18].[H-].C([Al+]CC(C)C)C(C)C.[C@H](O)(C([O-])=O)[C@@H](O)C([O-])=O.[Na+].[K+].C(OCC)C. (4) Given the product [NH2:28][C:25]1[N:24]=[CH:23][C:22]([C:21]#[C:20][C:19]2[C:14]([N:11]3[CH2:12][CH2:13][NH:8][CH2:9][CH2:10]3)=[N:15][CH:16]=[N:17][C:18]=2[CH2:29][CH3:30])=[CH:27][CH:26]=1, predict the reactants needed to synthesize it. The reactants are: C(OC([N:8]1[CH2:13][CH2:12][N:11]([C:14]2[C:19]([C:20]#[C:21][C:22]3[CH:23]=[N:24][C:25]([NH2:28])=[CH:26][CH:27]=3)=[C:18]([CH2:29][CH3:30])[N:17]=[CH:16][N:15]=2)[CH2:10][CH2:9]1)=O)(C)(C)C. (5) Given the product [Cl:1][C:2]1[CH:3]=[CH:4][C:5]([CH:8]([C:14]2[S:15][CH:16]=[CH:17][CH:18]=2)[N:9]2[CH2:10][C:11](=[O:13])[CH2:12]2)=[CH:6][CH:7]=1, predict the reactants needed to synthesize it. The reactants are: [Cl:1][C:2]1[CH:7]=[CH:6][C:5]([CH:8]([C:14]2[S:15][CH:16]=[CH:17][CH:18]=2)[N:9]2[CH2:12][CH:11]([OH:13])[CH2:10]2)=[CH:4][CH:3]=1.ClCCl.CS(C)=O.C(Cl)(=O)C(Cl)=O. (6) Given the product [Cl:28][C:29]1[CH:37]=[CH:36][CH:35]=[C:34]([CH:38]2[CH2:39][CH2:40][CH2:41][CH2:42]2)[C:30]=1[C:31]([N:13]1[C:14]2[C:15](=[N:16][CH:17]=[CH:18][CH:19]=2)[C:11]([C:10]2[CH:9]=[CH:8][C:4]([C:5]([OH:7])=[O:6])=[CH:3][C:2]=2[F:1])=[N:12]1)=[O:32], predict the reactants needed to synthesize it. The reactants are: [F:1][C:2]1[CH:3]=[C:4]([CH:8]=[CH:9][C:10]=1[C:11]1[C:15]2=[N:16][CH:17]=[CH:18][CH:19]=[C:14]2[NH:13][N:12]=1)[C:5]([OH:7])=[O:6].[Li+].CC([N-]C(C)C)C.[Cl:28][C:29]1[CH:37]=[CH:36][CH:35]=[C:34]([CH:38]2[CH2:42][CH2:41][CH2:40][CH2:39]2)[C:30]=1[C:31](Cl)=[O:32].